Dataset: Merck oncology drug combination screen with 23,052 pairs across 39 cell lines. Task: Regression. Given two drug SMILES strings and cell line genomic features, predict the synergy score measuring deviation from expected non-interaction effect. (1) Drug 1: O=S1(=O)NC2(CN1CC(F)(F)F)C1CCC2Cc2cc(C=CCN3CCC(C(F)(F)F)CC3)ccc2C1. Drug 2: Nc1ccn(C2OC(CO)C(O)C2(F)F)c(=O)n1. Cell line: OVCAR3. Synergy scores: synergy=-8.88. (2) Drug 1: COc1cc(C2c3cc4c(cc3C(OC3OC5COC(C)OC5C(O)C3O)C3COC(=O)C23)OCO4)cc(OC)c1O. Drug 2: CS(=O)(=O)CCNCc1ccc(-c2ccc3ncnc(Nc4ccc(OCc5cccc(F)c5)c(Cl)c4)c3c2)o1. Cell line: SW620. Synergy scores: synergy=17.8. (3) Cell line: SW620. Drug 2: CCc1cnn2c(NCc3ccc[n+]([O-])c3)cc(N3CCCCC3CCO)nc12. Synergy scores: synergy=-5.92. Drug 1: CNC(=O)c1cc(Oc2ccc(NC(=O)Nc3ccc(Cl)c(C(F)(F)F)c3)cc2)ccn1. (4) Drug 1: N.N.O=C(O)C1(C(=O)O)CCC1.[Pt]. Drug 2: O=C(NOCC(O)CO)c1ccc(F)c(F)c1Nc1ccc(I)cc1F. Cell line: OCUBM. Synergy scores: synergy=23.8. (5) Drug 1: C=CCn1c(=O)c2cnc(Nc3ccc(N4CCN(C)CC4)cc3)nc2n1-c1cccc(C(C)(C)O)n1. Drug 2: Cc1nc(Nc2ncc(C(=O)Nc3c(C)cccc3Cl)s2)cc(N2CCN(CCO)CC2)n1. Cell line: NCIH2122. Synergy scores: synergy=-5.15. (6) Drug 1: O=S1(=O)NC2(CN1CC(F)(F)F)C1CCC2Cc2cc(C=CCN3CCC(C(F)(F)F)CC3)ccc2C1. Drug 2: CC(C)CC(NC(=O)C(Cc1ccccc1)NC(=O)c1cnccn1)B(O)O. Cell line: HT29. Synergy scores: synergy=-13.1. (7) Drug 1: C=CCn1c(=O)c2cnc(Nc3ccc(N4CCN(C)CC4)cc3)nc2n1-c1cccc(C(C)(C)O)n1. Drug 2: O=C(NOCC(O)CO)c1ccc(F)c(F)c1Nc1ccc(I)cc1F. Cell line: PA1. Synergy scores: synergy=19.1. (8) Drug 1: N#Cc1ccc(Cn2cncc2CN2CCN(c3cccc(Cl)c3)C(=O)C2)cc1. Drug 2: CC(C)CC(NC(=O)C(Cc1ccccc1)NC(=O)c1cnccn1)B(O)O. Cell line: RPMI7951. Synergy scores: synergy=-6.78. (9) Drug 1: N#Cc1ccc(Cn2cncc2CN2CCN(c3cccc(Cl)c3)C(=O)C2)cc1. Drug 2: Cn1cc(-c2cnn3c(N)c(Br)c(C4CCCNC4)nc23)cn1. Cell line: NCIH520. Synergy scores: synergy=9.23. (10) Drug 1: CN1C(=O)C=CC2(C)C3CCC4(C)C(NC(=O)OCC(F)(F)F)CCC4C3CCC12. Drug 2: CN(Cc1cnc2nc(N)nc(N)c2n1)c1ccc(C(=O)NC(CCC(=O)O)C(=O)O)cc1. Cell line: HCT116. Synergy scores: synergy=-28.1.